Dataset: Forward reaction prediction with 1.9M reactions from USPTO patents (1976-2016). Task: Predict the product of the given reaction. Given the reactants [NH2:1][C:2]1[CH:3]=[C:4]([C:8]([C:10]2[CH:11]=[C:12]3[C:17](=[CH:18][CH:19]=2)[N:16]=[CH:15][C:14]([C:20]2[CH:21]=[N:22][CH:23]=[CH:24][CH:25]=2)=[N:13]3)=[O:9])[CH:5]=[CH:6][CH:7]=1.[Cl:26][C:27]1[CH:32]=[CH:31][C:30]([N:33]=[C:34]=[O:35])=[CH:29][C:28]=1[C:36]([F:39])([F:38])[F:37], predict the reaction product. The product is: [Cl:26][C:27]1[CH:32]=[CH:31][C:30]([NH:33][C:34]([NH:1][C:2]2[CH:7]=[CH:6][CH:5]=[C:4]([C:8]([C:10]3[CH:11]=[C:12]4[C:17](=[CH:18][CH:19]=3)[N:16]=[CH:15][C:14]([C:20]3[CH:21]=[N:22][CH:23]=[CH:24][CH:25]=3)=[N:13]4)=[O:9])[CH:3]=2)=[O:35])=[CH:29][C:28]=1[C:36]([F:37])([F:38])[F:39].